This data is from Reaction yield outcomes from USPTO patents with 853,638 reactions. The task is: Predict the reaction yield, written as a fraction of the theoretical maximum amount of product (1.0 means a 100% yield; for example, 0.34 means a 34% yield). The product is [N:16]1([CH2:15][CH2:14][CH:9]2[CH2:10][CH2:11][CH2:12][CH2:13][NH:8]2)[CH:20]=[CH:19][N:18]=[CH:17]1. The reactants are C(OC([N:8]1[CH2:13][CH2:12][CH2:11][CH2:10][CH:9]1[CH2:14][CH2:15][N:16]1[CH:20]=[CH:19][N:18]=[CH:17]1)=O)(C)(C)C.OS(O)(=O)=O. The yield is 0.990. The catalyst is CO.O1CCOCC1.